Dataset: Reaction yield outcomes from USPTO patents with 853,638 reactions. Task: Predict the reaction yield, written as a fraction of the theoretical maximum amount of product (1.0 means a 100% yield; for example, 0.34 means a 34% yield). (1) The reactants are [CH:1]1([C:4]2[CH:9]=[CH:8][CH:7]=[C:6]([F:10])[C:5]=2[CH2:11]O)[CH2:3][CH2:2]1.S(Cl)([Cl:15])=O. The catalyst is ClCCl. The product is [Cl:15][CH2:11][C:5]1[C:6]([F:10])=[CH:7][CH:8]=[CH:9][C:4]=1[CH:1]1[CH2:3][CH2:2]1. The yield is 0.540. (2) The reactants are [CH3:1][O:2][C:3]1[CH:4]=[C:5]2[C:10](=[CH:11][C:12]=1[O:13][CH3:14])[N:9]=[CH:8][CH:7]=[C:6]2[O:15][C:16]1[CH:22]=[CH:21][C:19]([NH2:20])=[CH:18][CH:17]=1.Cl[C:24](Cl)([O:26][C:27](=[O:33])OC(Cl)(Cl)Cl)Cl.[CH3:35][N:36]([CH3:44])[CH2:37][CH2:38][CH2:39][CH2:40][CH2:41]CO.C(=O)(O)[O-].[Na+]. The catalyst is C(Cl)Cl.C(N(CC)CC)C.C1(C)C=CC=CC=1. The product is [CH3:1][O:2][C:3]1[CH:4]=[C:5]2[C:10](=[CH:11][C:12]=1[O:13][CH3:14])[N:9]=[CH:8][CH:7]=[C:6]2[O:15][C:16]1[CH:22]=[CH:21][C:19]([NH:20][C:27](=[O:33])[O:26][CH2:24][CH2:41][CH2:40][CH2:39][CH2:38][CH2:37][N:36]([CH3:44])[CH3:35])=[CH:18][CH:17]=1. The yield is 0.340.